From a dataset of Reaction yield outcomes from USPTO patents with 853,638 reactions. Predict the reaction yield, written as a fraction of the theoretical maximum amount of product (1.0 means a 100% yield; for example, 0.34 means a 34% yield). (1) The yield is 0.200. The reactants are [Br-].[CH2:2]([S+]1CCCC1)[C:3]1[CH:8]=[CH:7][CH:6]=[CH:5][CH:4]=1.[Br:14][C:15]1[CH:20]=[CH:19][C:18](/[CH:21]=[CH:22]/[C:23]([O:25][CH3:26])=[O:24])=[CH:17][CH:16]=1.[Li+].C[Si]([N-][Si](C)(C)C)(C)C. The product is [CH3:26][O:25][C:23]([C@@H:22]1[C@H:2]([C:3]2[CH:8]=[CH:7][CH:6]=[CH:5][CH:4]=2)[C@H:21]1[C:18]1[CH:17]=[CH:16][C:15]([Br:14])=[CH:20][CH:19]=1)=[O:24]. The catalyst is C(Cl)Cl. (2) The reactants are [CH2:1]([C:3]1[S:4][CH:5]=[CH:6][CH:7]=1)[CH3:2].P(=O)(O)(O)O.C(O[C:17](=[O:19])[CH3:18])(=O)C. No catalyst specified. The product is [CH2:1]([C:3]1[S:4][C:5]([C:17](=[O:19])[CH3:18])=[CH:6][CH:7]=1)[CH3:2]. The yield is 0.760. (3) The reactants are Br[C:2]1[CH:3]=[C:4]([C:19]([OH:21])=[O:20])[CH:5]=[C:6]2[C:11]=1[O:10][C:9]([N:12]1[CH2:17][CH2:16][O:15][CH2:14][CH2:13]1)=[CH:8][C:7]2=[O:18].C([Sn](CCCC)(CCCC)[C:27]([O:29]CC)=[CH2:28])CCC. The catalyst is O1CCOCC1.[Pd](Cl)Cl.C1(P(C2C=CC=CC=2)C2C=CC=CC=2)C=CC=CC=1.C1(P(C2C=CC=CC=2)C2C=CC=CC=2)C=CC=CC=1. The product is [C:27]([C:2]1[CH:3]=[C:4]([C:19]([OH:21])=[O:20])[CH:5]=[C:6]2[C:11]=1[O:10][C:9]([N:12]1[CH2:17][CH2:16][O:15][CH2:14][CH2:13]1)=[CH:8][C:7]2=[O:18])(=[O:29])[CH3:28]. The yield is 1.04. (4) The reactants are [O:1]=[C:2]1[C:11]2[C:6](=[CH:7][CH:8]=[CH:9][CH:10]=2)[C:5]([CH2:12][C:13]2[CH:14]=[C:15]([CH:19]=[CH:20][CH:21]=2)[C:16]([OH:18])=O)=[N:4][NH:3]1.[N:22]1(C(OC(C)(C)C)=O)[CH2:27][CH2:26][NH:25][CH2:24][CH2:23]1.F[P-](F)(F)(F)(F)F.N1(OC(N(C)C)=[N+](C)C)C2C=CC=CC=2N=N1.C(N(CC)C(C)C)(C)C. The catalyst is Cl.C(O)C.O.CC(N(C)C)=O. The product is [N:22]1([C:16]([C:15]2[CH:14]=[C:13]([CH:21]=[CH:20][CH:19]=2)[CH2:12][C:5]2[C:6]3[C:11](=[CH:10][CH:9]=[CH:8][CH:7]=3)[C:2](=[O:1])[NH:3][N:4]=2)=[O:18])[CH2:27][CH2:26][NH:25][CH2:24][CH2:23]1. The yield is 0.770. (5) The reactants are [C:1]([NH2:5])(C)(C)C.C=[O:7].O.[C:9]1([CH3:15])[CH:14]=[CH:13][CH:12]=[CH:11][CH:10]=1. No catalyst specified. The product is [O:7]1[C:10]2[CH:11]=[CH:12][CH:13]=[CH:14][C:9]=2[CH:15]=[CH:1][NH:5]1. The yield is 0.780. (6) The reactants are [F:1][C:2]1[CH:10]=[C:9]2[C:5]([C:6]([C:20]3[CH:21]=[N:22][N:23]([CH2:25][CH:26]4[CH2:29][N:28](C(OC(C)(C)C)=O)[CH2:27]4)[CH:24]=3)=[CH:7][N:8]2[S:11]([C:14]2[CH:19]=[CH:18][CH:17]=[CH:16][CH:15]=2)(=[O:13])=[O:12])=[CH:4][CH:3]=1.C(O)(C(F)(F)F)=O. The catalyst is C(Cl)Cl. The product is [NH:28]1[CH2:27][CH:26]([CH2:25][N:23]2[CH:24]=[C:20]([C:6]3[C:5]4[C:9](=[CH:10][C:2]([F:1])=[CH:3][CH:4]=4)[N:8]([S:11]([C:14]4[CH:15]=[CH:16][CH:17]=[CH:18][CH:19]=4)(=[O:12])=[O:13])[CH:7]=3)[CH:21]=[N:22]2)[CH2:29]1. The yield is 1.00.